Dataset: Full USPTO retrosynthesis dataset with 1.9M reactions from patents (1976-2016). Task: Predict the reactants needed to synthesize the given product. (1) Given the product [F:30][C:15]([F:14])([C:16]1[N:3]2[N:4]=[C:5]([C:8]3[CH:9]=[N:10][N:11]([CH3:13])[CH:12]=3)[CH:6]=[CH:7][C:2]2=[N:19][N:18]=1)[C:20]1[CH:21]=[C:22]2[C:27](=[CH:28][CH:29]=1)[N:26]=[CH:25][CH:24]=[CH:23]2, predict the reactants needed to synthesize it. The reactants are: Cl[C:2]1[N:3]=[N:4][C:5]([C:8]2[CH:9]=[N:10][N:11]([CH3:13])[CH:12]=2)=[CH:6][CH:7]=1.[F:14][C:15]([F:30])([C:20]1[CH:21]=[C:22]2[C:27](=[CH:28][CH:29]=1)[N:26]=[CH:25][CH:24]=[CH:23]2)[C:16]([NH:18][NH2:19])=O.CS(O)(=O)=O. (2) Given the product [Cl:1][C:2]1[CH:21]=[CH:20][C:19]([CH2:22][N:23]([CH2:27][C:29]2([NH:32][C:33](=[O:39])[O:34][C:35]([CH3:38])([CH3:37])[CH3:36])[CH2:30][CH2:31]2)[CH2:24][CH2:25][OH:26])=[CH:18][C:3]=1[C:4]([NH:6][CH2:7][C:8]12[CH2:15][CH:14]3[CH2:13][CH:12]([CH2:11][CH:10]([CH2:16]3)[CH2:9]1)[CH2:17]2)=[O:5], predict the reactants needed to synthesize it. The reactants are: [Cl:1][C:2]1[CH:21]=[CH:20][C:19]([CH2:22][NH:23][CH2:24][CH2:25][OH:26])=[CH:18][C:3]=1[C:4]([NH:6][CH2:7][C:8]12[CH2:17][CH:12]3[CH2:13][CH:14]([CH2:16][CH:10]([CH2:11]3)[CH2:9]1)[CH2:15]2)=[O:5].[CH:27]([C:29]1([NH:32][C:33](=[O:39])[O:34][C:35]([CH3:38])([CH3:37])[CH3:36])[CH2:31][CH2:30]1)=O.C(O[BH-](OC(=O)C)OC(=O)C)(=O)C.[Na+].C(=O)([O-])O.[Na+].